This data is from Catalyst prediction with 721,799 reactions and 888 catalyst types from USPTO. The task is: Predict which catalyst facilitates the given reaction. Reactant: [O:1]=[C:2]1[N:6]([C:7]2[CH:12]=[CH:11][CH:10]=[C:9]([C:13]([F:16])([F:15])[F:14])[CH:8]=2)[N:5]=[C:4]([NH:17][C:18]2[CH:28]=[CH:27][C:21]([C:22]([O:24]CC)=[O:23])=[CH:20][CH:19]=2)[NH:3]1.[OH-].[Li+]. Product: [O:1]=[C:2]1[N:6]([C:7]2[CH:12]=[CH:11][CH:10]=[C:9]([C:13]([F:15])([F:14])[F:16])[CH:8]=2)[N:5]=[C:4]([NH:17][C:18]2[CH:28]=[CH:27][C:21]([C:22]([OH:24])=[O:23])=[CH:20][CH:19]=2)[NH:3]1. The catalyst class is: 364.